Dataset: Catalyst prediction with 721,799 reactions and 888 catalyst types from USPTO. Task: Predict which catalyst facilitates the given reaction. (1) Reactant: [CH:1]1([CH2:4][O:5][C:6]2[CH:14]=[CH:13][C:9]3[O:10][CH2:11][O:12][C:8]=3[C:7]=2[C:15]2[C:16]3[NH:23][CH:22]=[C:21]([C:24](O)=[O:25])[C:17]=3[N:18]=[CH:19][N:20]=2)[CH2:3][CH2:2]1.CCN(C(C)C)C(C)C.CN(C(ON1N=NC2C=CC=CC1=2)=[N+](C)C)C.F[P-](F)(F)(F)(F)F.[NH2:60][C@@H:61]([CH2:91][C:92]1[CH:93]=[N:94][CH:95]=[CH:96][CH:97]=1)[C:62]([N:64]1[CH2:69][CH2:68][CH:67]([N:70]2[N:79]=[C:78]([C:80]3[CH:85]=[CH:84][C:83]([O:86][CH3:87])=[C:82]([O:88][CH3:89])[CH:81]=3)[CH2:77][C:72]3([CH2:76][CH2:75][CH2:74][CH2:73]3)[C:71]2=[O:90])[CH2:66][CH2:65]1)=[O:63]. Product: [CH:1]1([CH2:4][O:5][C:6]2[CH:14]=[CH:13][C:9]3[O:10][CH2:11][O:12][C:8]=3[C:7]=2[C:15]2[C:16]3[NH:23][CH:22]=[C:21]([C:24]([NH:60][C@@H:61]([CH2:91][C:92]4[CH:93]=[N:94][CH:95]=[CH:96][CH:97]=4)[C:62]([N:64]4[CH2:65][CH2:66][CH:67]([N:70]5[N:79]=[C:78]([C:80]6[CH:85]=[CH:84][C:83]([O:86][CH3:87])=[C:82]([O:88][CH3:89])[CH:81]=6)[CH2:77][C:72]6([CH2:76][CH2:75][CH2:74][CH2:73]6)[C:71]5=[O:90])[CH2:68][CH2:69]4)=[O:63])=[O:25])[C:17]=3[N:18]=[CH:19][N:20]=2)[CH2:3][CH2:2]1. The catalyst class is: 2. (2) Reactant: Cl[C:2]1[CH:11]=[CH:10][C:9]2[CH2:8][CH2:7][CH2:6][CH2:5][C:4]=2[N:3]=1.[NH2:12][C@@H:13]1[CH2:18][CH2:17][C@H:16]([NH:19][C:20](=[O:29])[C:21]2[CH:26]=[CH:25][C:24]([F:27])=[C:23]([Cl:28])[CH:22]=2)[CH2:15][CH2:14]1.C(O)CCC.C([O-])(O)=O.[Na+]. Product: [Cl:28][C:23]1[CH:22]=[C:21]([CH:26]=[CH:25][C:24]=1[F:27])[C:20]([NH:19][C@H:16]1[CH2:15][CH2:14][C@@H:13]([NH:12][C:2]2[CH:11]=[CH:10][C:9]3[CH2:8][CH2:7][CH2:6][CH2:5][C:4]=3[N:3]=2)[CH2:18][CH2:17]1)=[O:29]. The catalyst class is: 22. (3) Reactant: [H-].[Al+3].[Li+].[H-].[H-].[H-].[CH3:7][NH:8][C:9]1[S:10][CH:11]=[C:12]([C:14]2[CH:21]=[CH:20][C:17]([C:18]#[N:19])=[CH:16][CH:15]=2)[N:13]=1. Product: [CH3:7][NH:8][C:9]1[S:10][CH:11]=[C:12]([C:14]2[CH:21]=[CH:20][C:17]([CH2:18][NH2:19])=[CH:16][CH:15]=2)[N:13]=1. The catalyst class is: 1. (4) Reactant: [OH:1][C@@H:2]1[C@@H:7]([NH:8][CH3:9])[CH2:6][CH2:5][CH2:4][C@@H:3]1[NH:10][C:11](=[O:20])[O:12][CH2:13][C:14]1[CH:19]=[CH:18][CH:17]=[CH:16][CH:15]=1.[CH3:33][C:32]([O:31][C:29](O[C:29]([O:31][C:32]([CH3:35])([CH3:34])[CH3:33])=[O:30])=[O:30])([CH3:35])[CH3:34]. Product: [C:32]([O:31][C:29]([N:8]([CH3:9])[C@H:7]1[CH2:6][CH2:5][CH2:4][C@H:3]([NH:10][C:11](=[O:20])[O:12][CH2:13][C:14]2[CH:19]=[CH:18][CH:17]=[CH:16][CH:15]=2)[C@@H:2]1[OH:1])=[O:30])([CH3:33])([CH3:34])[CH3:35]. The catalyst class is: 2. (5) The catalyst class is: 2. Product: [CH3:1][S:2]([C:3]1[CH:8]=[CH:7][CH:6]=[CH:5][C:4]=1[O:9][C:10]([F:11])([F:12])[F:13])(=[O:19])=[O:25]. Reactant: [CH3:1][S:2][C:3]1[CH:8]=[CH:7][CH:6]=[CH:5][C:4]=1[O:9][C:10]([F:13])([F:12])[F:11].ClC1C=C(C=CC=1)C(OO)=[O:19].[OH-:25].[Na+].